This data is from Reaction yield outcomes from USPTO patents with 853,638 reactions. The task is: Predict the reaction yield, written as a fraction of the theoretical maximum amount of product (1.0 means a 100% yield; for example, 0.34 means a 34% yield). (1) The reactants are [CH3:1][O:2][C:3]1[CH:8]=[CH:7][CH:6]=[CH:5][C:4]=1[CH:9]([CH2:14][C:15]1[CH:20]=[CH:19][CH:18]=[CH:17][CH:16]=1)[C:10]([O:12]C)=[O:11].[OH-].[Na+].O.Cl. The catalyst is C1COCC1.CO. The product is [CH3:1][O:2][C:3]1[CH:8]=[CH:7][CH:6]=[CH:5][C:4]=1[CH:9]([CH2:14][C:15]1[CH:20]=[CH:19][CH:18]=[CH:17][CH:16]=1)[C:10]([OH:12])=[O:11]. The yield is 0.510. (2) The reactants are [C:1]1([CH2:7][CH2:8][NH2:9])[CH:6]=[CH:5][CH:4]=[CH:3][CH:2]=1.[CH:10](O)=[O:11]. No catalyst specified. The product is [C:1]1([CH2:7][CH2:8][NH:9][CH:10]=[O:11])[CH:6]=[CH:5][CH:4]=[CH:3][CH:2]=1. The yield is 0.890.